This data is from Catalyst prediction with 721,799 reactions and 888 catalyst types from USPTO. The task is: Predict which catalyst facilitates the given reaction. (1) Reactant: [CH3:1][C:2]([Si:5](Cl)([CH3:7])[CH3:6])([CH3:4])[CH3:3].N1C=CN=C1.[OH:14][CH:15]([C:20]1[CH:25]=[CH:24][C:23]([O:26][CH3:27])=[CH:22][CH:21]=1)[C:16]([O:18][CH3:19])=[O:17].O. Product: [Si:5]([O:14][CH:15]([C:20]1[CH:21]=[CH:22][C:23]([O:26][CH3:27])=[CH:24][CH:25]=1)[C:16]([O:18][CH3:19])=[O:17])([C:2]([CH3:4])([CH3:3])[CH3:1])([CH3:7])[CH3:6]. The catalyst class is: 3. (2) Reactant: [F-].C([N+](CCCC)(CCCC)CCCC)CCC.[CH3:19][C:20]1([CH3:79])[C:28]2[C:23](=[C:24]([CH2:29][O:30][C@@H:31]3[C@@H:36]([C:37]4[CH:42]=[CH:41][C:40]([O:43][CH2:44][CH2:45][CH2:46][O:47][CH3:48])=[CH:39][CH:38]=4)[C@H:35]([O:49][Si](C(C)C)(C(C)C)C(C)C)[CH2:34][N:33]([C:60]([O:62][CH2:63][C:64]4[CH:69]=[CH:68][CH:67]=[CH:66][CH:65]=4)=[O:61])[CH2:32]3)[CH:25]=[CH:26][CH:27]=2)[N:22](COCC[Si](C)(C)C)[C:21]1=[O:78]. Product: [CH3:19][C:20]1([CH3:79])[C:28]2[C:23](=[C:24]([CH2:29][O:30][C@@H:31]3[C@@H:36]([C:37]4[CH:38]=[CH:39][C:40]([O:43][CH2:44][CH2:45][CH2:46][O:47][CH3:48])=[CH:41][CH:42]=4)[C@H:35]([OH:49])[CH2:34][N:33]([C:60]([O:62][CH2:63][C:64]4[CH:65]=[CH:66][CH:67]=[CH:68][CH:69]=4)=[O:61])[CH2:32]3)[CH:25]=[CH:26][CH:27]=2)[NH:22][C:21]1=[O:78]. The catalyst class is: 7. (3) Reactant: C(Cl)(=O)C(Cl)=O.[C:7]([C:9]1[C:31](=[O:32])[C@@H:30]([CH3:33])[C@@H:12]2[CH2:13][CH2:14][C:15]3[CH:16]=[N:17][C:18]([C:21]4[CH:29]=[CH:28][C:24]([C:25](O)=[O:26])=[CH:23][CH:22]=4)=[N:19][C:20]=3[C@@:11]2([C:34]2[CH:39]=[CH:38][CH:37]=[CH:36][CH:35]=2)[CH:10]=1)#[N:8].[OH:40][NH:41][C:42](=[NH:44])[CH3:43].C(N(CC)CC)C. Product: [C:7]([C:9]1[C:31](=[O:32])[C@@H:30]([CH3:33])[C@@H:12]2[CH2:13][CH2:14][C:15]3[CH:16]=[N:17][C:18]([C:21]4[CH:29]=[CH:28][C:24]([C:25]([NH:44]/[C:42](=[N:41]\[OH:40])/[CH3:43])=[O:26])=[CH:23][CH:22]=4)=[N:19][C:20]=3[C@@:11]2([C:34]2[CH:39]=[CH:38][CH:37]=[CH:36][CH:35]=2)[CH:10]=1)#[N:8]. The catalyst class is: 204. (4) The catalyst class is: 6. Product: [CH3:26][N:25]1[C:21]([C:8]2[CH:9]=[C:10]([C:11]3[CH:16]=[CH:15][C:14]([C:17]([F:19])([F:20])[F:18])=[CH:13][CH:12]=3)[O:6][N:7]=2)=[CH:22][CH:23]=[N:24]1. Reactant: Cl.C(O)(=O)C.[OH:6][N:7]=[C:8]([C:21]1[N:25]([CH3:26])[N:24]=[CH:23][CH:22]=1)[C:9]#[C:10][C:11]1[CH:16]=[CH:15][C:14]([C:17]([F:20])([F:19])[F:18])=[CH:13][CH:12]=1.C(=O)([O-])[O-].[K+].[K+]. (5) Reactant: C(N(C(C)C)CC)(C)C.[F:10][C:11]1[CH:12]=[C:13]([CH:15]=[CH:16][C:17]=1[F:18])[NH2:14].[O:19]=[C:20]1[C:24]([C:25]2[CH:30]=[CH:29][C:28]([C:31]([F:34])([F:33])[F:32])=[CH:27][CH:26]=2)=[N:23][C:22]2([CH2:38][CH2:37][CH2:36][CH2:35]2)[N:21]1[CH2:39][C:40](O)=[O:41].CN(C(ON1N=NC2C=CC=NC1=2)=[N+](C)C)C.F[P-](F)(F)(F)(F)F. Product: [F:10][C:11]1[CH:12]=[C:13]([NH:14][C:40](=[O:41])[CH2:39][N:21]2[C:22]3([CH2:35][CH2:36][CH2:37][CH2:38]3)[N:23]=[C:24]([C:25]3[CH:30]=[CH:29][C:28]([C:31]([F:32])([F:33])[F:34])=[CH:27][CH:26]=3)[C:20]2=[O:19])[CH:15]=[CH:16][C:17]=1[F:18]. The catalyst class is: 2. (6) Product: [CH2:1]([N:5]1[CH2:11][CH2:10][C:9](=[O:12])[N:8]([CH3:13])[C:7]2[CH:14]=[N:15][C:16]([NH:19][C:20]3[CH:28]=[CH:27][C:23]([C:24]([OH:26])=[O:25])=[CH:22][C:21]=3[O:29][CH3:30])=[N:17][C:6]1=2)[CH2:2][CH2:3][CH3:4]. Reactant: [CH2:1]([N:5]1[CH2:11][CH2:10][C:9](=[O:12])[N:8]([CH3:13])[C:7]2[CH:14]=[N:15][C:16](Cl)=[N:17][C:6]1=2)[CH2:2][CH2:3][CH3:4].[NH2:19][C:20]1[CH:28]=[CH:27][C:23]([C:24]([OH:26])=[O:25])=[CH:22][C:21]=1[O:29][CH3:30].C(O)C. The catalyst class is: 126. (7) Reactant: N1C=[C:5]([CH2:7][O:8][C:9]2[N:14]=[CH:13][C:12]([NH2:15])=[CH:11][CH:10]=2)[CH:4]=[CH:3][CH:2]=1.[NH:16]1[C:24]2[C:19](=[CH:20][CH:21]=[CH:22][CH:23]=2)[C:18]([C:25]([OH:27])=O)=[CH:17]1.C1CC[CH:31]([N:34]=C=NC2CCCCC2)CC1. Product: [N:34]1[CH:31]=[CH:2][CH:3]=[CH:4][C:5]=1[CH2:7][O:8][C:9]1[N:14]=[CH:13][C:12]([NH:15][C:25]([C:18]2[C:19]3[C:24](=[CH:23][CH:22]=[CH:21][CH:20]=3)[NH:16][CH:17]=2)=[O:27])=[CH:11][CH:10]=1. The catalyst class is: 3. (8) The catalyst class is: 2. Reactant: [P:1](Cl)(Cl)(=[O:12])[O:2][C:3]1[CH:8]=[CH:7][C:6]([N+:9]([O-:11])=[O:10])=[CH:5][CH:4]=1.[CH3:15][OH:16].C(N(CC)CC)C.[NH2:24][CH2:25][CH2:26][NH:27][C:28](=[O:50])[CH2:29][CH2:30][CH:31]=[CH:32][CH2:33][CH:34]=[CH:35][CH2:36][CH:37]=[CH:38][CH2:39][CH:40]=[CH:41][CH2:42][CH:43]=[CH:44][CH2:45][CH:46]=[CH:47][CH2:48][CH3:49]. Product: [C:28]([NH:27][CH2:26][CH2:25][NH:24][P:1](=[O:12])([O:2][C:3]1[CH:8]=[CH:7][C:6]([N+:9]([O-:11])=[O:10])=[CH:5][CH:4]=1)[O:16][CH3:15])(=[O:50])[CH2:29][CH2:30]/[CH:31]=[CH:32]\[CH2:33]/[CH:34]=[CH:35]\[CH2:36]/[CH:37]=[CH:38]\[CH2:39]/[CH:40]=[CH:41]\[CH2:42]/[CH:43]=[CH:44]\[CH2:45]/[CH:46]=[CH:47]\[CH2:48][CH3:49]. (9) Product: [OH:15][CH:14]([C:10]1[C:9]2[C:8](=[O:11])[CH2:7][C:6]([CH3:13])([CH3:12])[CH2:5][C:4]=2[NH:3][C:2]=1[CH3:1])[C:16]1[CH:21]=[CH:20][CH:19]=[CH:18][C:17]=1[S:22]([N:25]([CH3:32])[C:26]1[CH:27]=[CH:28][CH:29]=[CH:30][CH:31]=1)(=[O:24])=[O:23]. Reactant: [CH3:1][C:2]1[NH:3][C:4]2[CH2:5][C:6]([CH3:13])([CH3:12])[CH2:7][C:8](=[O:11])[C:9]=2[CH:10]=1.[CH:14]([C:16]1[CH:21]=[CH:20][CH:19]=[CH:18][C:17]=1[S:22]([N:25]([CH3:32])[C:26]1[CH:31]=[CH:30][CH:29]=[CH:28][CH:27]=1)(=[O:24])=[O:23])=[O:15].[OH-].[Na+]. The catalyst class is: 24.